From a dataset of Reaction yield outcomes from USPTO patents with 853,638 reactions. Predict the reaction yield, written as a fraction of the theoretical maximum amount of product (1.0 means a 100% yield; for example, 0.34 means a 34% yield). (1) The reactants are [NH2:1][C:2]1[N:10]=[C:9]([I:11])[N:8]=[C:7]2[C:3]=1[N:4]=[CH:5][N:6]2[CH2:12][C:13]1[CH:18]=[CH:17][C:16]([CH2:19][OH:20])=[CH:15][CH:14]=1.[C:21](OC(=O)C)(=[O:23])[CH3:22].C(N(CC)CC)C. The catalyst is CN(C=O)C. The product is [C:21]([O:20][CH2:19][C:16]1[CH:17]=[CH:18][C:13]([CH2:12][N:6]2[CH:5]=[N:4][C:3]3[C:7]2=[N:8][C:9]([I:11])=[N:10][C:2]=3[NH2:1])=[CH:14][CH:15]=1)(=[O:23])[CH3:22]. The yield is 1.00. (2) The reactants are [F:1][C:2]1[C:3]([NH:16][C:17]2[CH:22]=[CH:21][C:20]([I:23])=[CH:19][C:18]=2[F:24])=[C:4]([C:9]([N:11]2[CH2:14][C:13](=O)[CH2:12]2)=[O:10])[CH:5]=[CH:6][C:7]=1[F:8].[NH2:25][OH:26]. The catalyst is O1CCOCC1. The product is [F:1][C:2]1[C:3]([NH:16][C:17]2[CH:22]=[CH:21][C:20]([I:23])=[CH:19][C:18]=2[F:24])=[C:4]([C:9]([N:11]2[CH2:14][C:13](=[N:25][OH:26])[CH2:12]2)=[O:10])[CH:5]=[CH:6][C:7]=1[F:8]. The yield is 0.540. (3) The reactants are [CH2:1]([O:8][C:9]1[CH:15]=[CH:14][C:12]([NH2:13])=[CH:11][CH:10]=1)[C:2]1[CH:7]=[CH:6][CH:5]=[CH:4][CH:3]=1.[C:16]([OH:24])(=[O:23])[C:17]([CH2:19][C:20](O)=[O:21])=[CH2:18]. No catalyst specified. The product is [CH2:1]([O:8][C:9]1[CH:10]=[CH:11][C:12]([N:13]2[C:20](=[O:21])[CH2:19][CH:17]([C:16]([OH:24])=[O:23])[CH2:18]2)=[CH:14][CH:15]=1)[C:2]1[CH:3]=[CH:4][CH:5]=[CH:6][CH:7]=1. The yield is 0.960. (4) The reactants are [NH2:1][C:2]1[CH:10]=[CH:9][C:5]([C:6]([OH:8])=[O:7])=[CH:4][C:3]=1[C:11]([OH:13])=O.[CH:14]([NH2:16])=O. The catalyst is CC(C)=O. The product is [O:13]=[C:11]1[C:3]2[C:2](=[CH:10][CH:9]=[C:5]([C:6]([OH:8])=[O:7])[CH:4]=2)[N:1]=[CH:14][NH:16]1. The yield is 0.610. (5) The reactants are [CH2:1]([N:3]1[C:7]([C:8]2[O:9][CH:10]=[CH:11][CH:12]=2)=[N:6][N:5]=[C:4]1[S:13][CH2:14][C:15]1[N:19]=[C:18]([C:20]2[CH:21]=[C:22]([CH:25]=[CH:26][C:27]=2F)[C:23]#[N:24])[O:17][N:16]=1)[CH3:2].[H-].[Na+].CN(C=[O:35])C. No catalyst specified. The product is [CH2:1]([N:3]1[C:7]([C:8]2[O:9][CH:10]=[CH:11][CH:12]=2)=[N:6][N:5]=[C:4]1[S:13][CH2:14][C:15]1[N:19]=[C:18]([C:20]2[CH:21]=[C:22]([CH:25]=[CH:26][C:27]=2[OH:35])[C:23]#[N:24])[O:17][N:16]=1)[CH3:2]. The yield is 0.410.